From a dataset of Full USPTO retrosynthesis dataset with 1.9M reactions from patents (1976-2016). Predict the reactants needed to synthesize the given product. (1) Given the product [NH2:1][CH2:4][CH:5]([NH:15][C:16]([C:18]1[S:34][C:21]2=[N:22][C:23]3[CH2:24][CH2:25][CH:26]([C:30]([CH3:32])([CH3:31])[CH3:33])[CH2:27][C:28]=3[CH:29]=[C:20]2[CH:19]=1)=[O:17])[C:6]1[CH:11]=[CH:10][C:9]([C:12](=[O:14])[NH2:13])=[CH:8][CH:7]=1, predict the reactants needed to synthesize it. The reactants are: [N:1]([CH2:4][CH:5]([NH:15][C:16]([C:18]1[S:34][C:21]2=[N:22][C:23]3[CH2:24][CH2:25][CH:26]([C:30]([CH3:33])([CH3:32])[CH3:31])[CH2:27][C:28]=3[CH:29]=[C:20]2[CH:19]=1)=[O:17])[C:6]1[CH:11]=[CH:10][C:9]([C:12](=[O:14])[NH2:13])=[CH:8][CH:7]=1)=[N+]=[N-].C(N(CC)CC)C.C1(P(C2C=CC=CC=2)C2C=CC=CC=2)C=CC=CC=1. (2) Given the product [C:1]([O:5][C:6]([N:8]1[CH2:9][CH:10]2[CH2:19][CH:17]([C:16]3[CH:15]=[C:14]4[C:13](=[CH:12][C:11]=32)[N:25]=[CH:26][N:20]4[CH2:21][CH2:22][CH2:23][CH3:24])[CH2:18]1)=[O:7])([CH3:4])([CH3:3])[CH3:2], predict the reactants needed to synthesize it. The reactants are: [C:1]([O:5][C:6]([N:8]1[CH2:18][CH:17]2[CH2:19][CH:10]([C:11]3[CH:12]=[C:13]([NH2:25])[C:14]([NH:20][CH2:21][CH2:22][CH2:23][CH3:24])=[CH:15][C:16]=32)[CH2:9]1)=[O:7])([CH3:4])([CH3:3])[CH3:2].[CH3:26]C(O)=O.C(OC=C(C#N)C#N)C.CO.C(Cl)Cl.